Dataset: Cav3 T-type calcium channel HTS with 100,875 compounds. Task: Binary Classification. Given a drug SMILES string, predict its activity (active/inactive) in a high-throughput screening assay against a specified biological target. (1) The result is 0 (inactive). The compound is Brc1ccc(NC(=O)C2N(S(=O)(=O)c3sccc3)CCC2)cc1. (2) The compound is O(c1nn(c2ccccc2)cn1)CC(=O)N. The result is 0 (inactive). (3) The compound is O=c1n(nc(c2c1cccc2)C(=O)NCCOC)c1cc(OC)cc(OC)c1. The result is 0 (inactive). (4) The compound is o1cc(C(=O)NCc2cccnc2)ccc1=O. The result is 0 (inactive). (5) The molecule is O(C(=O)C1CCCN(C1)C(=O)CC(c1ccccc1)c1ccccc1)CC. The result is 0 (inactive). (6) The molecule is O=C1C(C2C=3C(n4n(C(C13)C)c(=O)n(c4=O)C)CC(=CC2C(OC)=O)C(OC)=O)(CC)CC. The result is 0 (inactive). (7) The compound is S(=O)(=O)(N1CCOCC1)c1cc(NC(=O)COC(=O)c2cn(c3nc(ccc3c2=O)C)CC)ccc1. The result is 0 (inactive). (8) The molecule is O=C1N(C2N(C(=O)N(C2N1C(=O)C)C(=O)C)C)C. The result is 0 (inactive).